From a dataset of Forward reaction prediction with 1.9M reactions from USPTO patents (1976-2016). Predict the product of the given reaction. (1) Given the reactants [CH2:1]([NH:5][C:6]1[N:14]=[C:13]2[C:9]([N:10]=[C:11]([O:25][CH3:26])[N:12]2[CH2:15][CH2:16][CH2:17][N:18]2[CH2:23][CH2:22][N:21]([CH3:24])[CH2:20][CH2:19]2)=[C:8]([NH2:27])[N:7]=1)[CH2:2][CH2:3][CH3:4].C(NC1N=C2C(N=C(OC)N2[CH2:42][CH2:43][CH2:44]Cl)=C(N)N=1)CCC.C1(CN2CCNCC2)CC1, predict the reaction product. The product is: [CH2:1]([NH:5][C:6]1[N:14]=[C:13]2[C:9]([N:10]=[C:11]([O:25][CH3:26])[N:12]2[CH2:15][CH2:16][CH2:17][N:18]2[CH2:19][CH2:20][N:21]([CH2:24][CH:43]3[CH2:44][CH2:42]3)[CH2:22][CH2:23]2)=[C:8]([NH2:27])[N:7]=1)[CH2:2][CH2:3][CH3:4]. (2) Given the reactants [F:1][C:2]([F:20])([F:19])[O:3][C:4]1[CH:9]=[CH:8][C:7]([C:10]2[CH:18]=[CH:17][CH:16]=[C:15]3[C:11]=2[CH:12]=[CH:13][NH:14]3)=[CH:6][CH:5]=1.[Br-].[Br-].[Br-].[NH+]1C=CC=CC=1.[NH+]1C=CC=CC=1.[NH+]1C=CC=CC=1.C(O)(=[O:44])C, predict the reaction product. The product is: [F:20][C:2]([F:1])([F:19])[O:3][C:4]1[CH:5]=[CH:6][C:7]([C:10]2[CH:18]=[CH:17][CH:16]=[C:15]3[C:11]=2[CH2:12][C:13](=[O:44])[NH:14]3)=[CH:8][CH:9]=1. (3) The product is: [F:1][C:2]1[CH:7]=[CH:6][CH:5]=[CH:4][C:3]=1[N:8]1[C:12]([C:13]2[N:14]=[CH:15][N:16]([C:18]3[CH:26]=[CH:25][C:21]([C:22]([NH2:30])=[O:24])=[CH:20][N:19]=3)[CH:17]=2)=[C:11]([CH3:27])[N:10]=[N:9]1. Given the reactants [F:1][C:2]1[CH:7]=[CH:6][CH:5]=[CH:4][C:3]=1[N:8]1[C:12]([C:13]2[N:14]=[CH:15][N:16]([C:18]3[CH:26]=[CH:25][C:21]([C:22]([OH:24])=O)=[CH:20][N:19]=3)[CH:17]=2)=[C:11]([CH3:27])[N:10]=[N:9]1.C1N=C[N:30](C(N2C=NC=C2)=O)C=1.[OH-].[NH4+], predict the reaction product.